This data is from Reaction yield outcomes from USPTO patents with 853,638 reactions. The task is: Predict the reaction yield, written as a fraction of the theoretical maximum amount of product (1.0 means a 100% yield; for example, 0.34 means a 34% yield). The reactants are [OH-:1].[Na+].[Br:3][C:4]1[CH:9]=[CH:8][C:7]([CH2:10][C:11]#N)=[C:6]([F:13])[CH:5]=1.C[OH:15]. No catalyst specified. The product is [Br:3][C:4]1[CH:9]=[CH:8][C:7]([CH2:10][C:11]([OH:15])=[O:1])=[C:6]([F:13])[CH:5]=1. The yield is 0.950.